Task: Predict which catalyst facilitates the given reaction.. Dataset: Catalyst prediction with 721,799 reactions and 888 catalyst types from USPTO (1) Reactant: N1C2C(=CC=CC=2)C(CC(=O)C(O)=O)=C1.[OH-:16].[Na+].C([O-])(=O)C(C)=O.[Na+].[OH:25][C:26]([CH2:36][C:37]1[C:45]2[C:40](=[CH:41][CH:42]=[CH:43][CH:44]=2)[NH:39][CH:38]=1)([C:33]([OH:35])=[O:34])[CH2:27][C:28](=O)[C:29]([OH:31])=[O:30].Cl.[NH2:47]O.Cl. Product: [OH:25][C:26]([CH2:36][C:37]1[C:45]2[C:40](=[CH:41][CH:42]=[CH:43][CH:44]=2)[NH:39][CH:38]=1)([C:33]([OH:35])=[O:34])[CH2:27][C:28](=[N:47][OH:16])[C:29]([OH:31])=[O:30]. The catalyst class is: 813. (2) Reactant: [NH2:1][C:2]1[S:3][C:4]([C:12]2[CH:13]=[CH:14][C:15](Cl)=[N:16][CH:17]=2)=[C:5]([C:7]2[O:8][CH:9]=[CH:10][CH:11]=2)[N:6]=1.[CH3:19][OH:20].C[O-].[Na+]. Product: [NH2:1][C:2]1[S:3][C:4]([C:12]2[CH:13]=[CH:14][C:15]([O:20][CH3:19])=[N:16][CH:17]=2)=[C:5]([C:7]2[O:8][CH:9]=[CH:10][CH:11]=2)[N:6]=1. The catalyst class is: 12.